Dataset: Full USPTO retrosynthesis dataset with 1.9M reactions from patents (1976-2016). Task: Predict the reactants needed to synthesize the given product. (1) Given the product [CH:13]1[C:22]2[C:17](=[CH:18][CH:19]=[CH:20][CH:21]=2)[CH:16]=[CH:15][C:14]=1[S:23][C:2]1[S:6][C:5]([C:7](=[O:9])[CH3:8])=[CH:4][C:3]=1[N+:10]([O-:12])=[O:11], predict the reactants needed to synthesize it. The reactants are: Cl[C:2]1[S:6][C:5]([C:7](=[O:9])[CH3:8])=[CH:4][C:3]=1[N+:10]([O-:12])=[O:11].[CH:13]1[C:22]2[C:17](=[CH:18][CH:19]=[CH:20][CH:21]=2)[CH:16]=[CH:15][C:14]=1[SH:23]. (2) The reactants are: [CH3:1][CH2:2][CH2:3][CH:4]([NH:8][C:9](=[O:18])[C:10]1[CH:15]=[CH:14][C:13]([OH:16])=[C:12]([OH:17])[CH:11]=1)[CH2:5][CH2:6][CH3:7].C(=O)([O-])[O-].[K+].[K+].[CH2:25]([O:27][C:28](=[O:31])[C:29]#[CH:30])[CH3:26]. Given the product [CH3:1][CH2:2][CH2:3][CH:4]([NH:8][C:9]([C:10]1[CH:15]=[CH:14][C:13]2[O:16][CH:30]([CH2:29][C:28]([O:27][CH2:25][CH3:26])=[O:31])[O:17][C:12]=2[CH:11]=1)=[O:18])[CH2:5][CH2:6][CH3:7], predict the reactants needed to synthesize it. (3) Given the product [Cl:1][C:2]1[CH:32]=[CH:31][CH:30]=[C:29]([F:33])[C:3]=1[C:4]([NH:6][C:7]1[CH:28]=[CH:27][C:10]2[O:11][C@@H:12]([CH2:25][F:44])[CH2:13][N:14]([S:15]([C:18]3[CH:19]=[CH:20][C:21]([F:24])=[CH:22][CH:23]=3)(=[O:16])=[O:17])[C:9]=2[CH:8]=1)=[O:5], predict the reactants needed to synthesize it. The reactants are: [Cl:1][C:2]1[CH:32]=[CH:31][CH:30]=[C:29]([F:33])[C:3]=1[C:4]([NH:6][C:7]1[CH:28]=[CH:27][C:10]2[O:11][C@@H:12]([CH2:25]O)[CH2:13][N:14]([S:15]([C:18]3[CH:23]=[CH:22][C:21]([F:24])=[CH:20][CH:19]=3)(=[O:17])=[O:16])[C:9]=2[CH:8]=1)=[O:5].COCCN(S(F)(F)[F:44])CCOC. (4) Given the product [NH:28]1[C:24]2[CH:23]=[C:22]([C:4]3[NH:5][C:6]4[N:7]([N:8]=[C:9]([NH:17][C:18](=[O:21])[CH2:19][CH3:20])[C:10]=4[C:11]4[CH:16]=[CH:15][CH:14]=[CH:13][N:12]=4)[C:2](=[O:1])[CH:3]=3)[CH:34]=[CH:33][C:25]=2[N:26]=[N:27]1, predict the reactants needed to synthesize it. The reactants are: [O:1]=[C:2]1[N:7]2[N:8]=[C:9]([NH:17][C:18](=[O:21])[CH2:19][CH3:20])[C:10]([C:11]3[CH:16]=[CH:15][CH:14]=[CH:13][N:12]=3)=[C:6]2[NH:5][C:4]([C:22]2[CH:34]=[CH:33][C:25]3[N:26](C(=O)CC)[N:27]=[N:28][C:24]=3[CH:23]=2)=[CH:3]1.C(=O)([O-])[O-].[K+].[K+]. (5) Given the product [CH3:1][O:2][N:3]([CH3:14])[C:4](=[O:13])[C@@H:5]([CH3:12])[C@@H:6]([OH:11])[C@@H:7]([CH3:10])[CH2:8][O:9][CH2:31][C:30]1[CH:33]=[CH:34][C:27]([O:26][CH3:25])=[CH:28][CH:29]=1, predict the reactants needed to synthesize it. The reactants are: [CH3:1][O:2][N:3]([CH3:14])[C:4](=[O:13])[C@H:5]([CH3:12])[C@@H:6]([OH:11])[C@@H:7]([CH3:10])[CH2:8][OH:9].C([Sn](=O)CCCC)CCC.[CH3:25][O:26][C:27]1[CH:34]=[CH:33][C:30]([CH2:31]Cl)=[CH:29][CH:28]=1. (6) Given the product [F:23][C:20]1[CH:19]=[CH:18][C:17]([CH2:16][NH:15][C:13]([C:11]2[C:10]([OH:24])=[C:9]([OH:25])[N:8]=[C:7]([C:4]([CH3:6])([N:3]3[CH2:2][CH2:31][O:30][CH2:29][CH2:26]3)[CH3:5])[N:12]=2)=[O:14])=[CH:22][CH:21]=1, predict the reactants needed to synthesize it. The reactants are: Cl.[CH3:2][N:3]([CH3:26])[C:4]([C:7]1[N:12]=[C:11]([C:13]([NH:15][CH2:16][C:17]2[CH:22]=[CH:21][C:20]([F:23])=[CH:19][CH:18]=2)=[O:14])[C:10]([OH:24])=[C:9]([OH:25])[N:8]=1)([CH3:6])[CH3:5].N1C[CH2:31][O:30][CH2:29]C1.CC#N.O. (7) The reactants are: Br[C:2]1[CH:20]=[CH:19][C:5]2[N:6]([C:13]3[CH:14]=[N:15][CH:16]=[CH:17][CH:18]=3)[CH2:7][CH2:8][O:9][CH:10]([CH3:12])[CH2:11][C:4]=2[CH:3]=1.[CH3:21][N:22](C=O)C. Given the product [C:21]([C:2]1[CH:20]=[CH:19][C:5]2[N:6]([C:13]3[CH:14]=[N:15][CH:16]=[CH:17][CH:18]=3)[CH2:7][CH2:8][O:9][CH:10]([CH3:12])[CH2:11][C:4]=2[CH:3]=1)#[N:22], predict the reactants needed to synthesize it. (8) Given the product [C:1]1([C:7]2[N:11]=[C:10]([CH2:12][CH2:13][NH:14][C:25](=[O:26])[C:24]3[CH:28]=[CH:29][CH:30]=[C:22]([C:19]4[N:18]=[C:17]([C:16]([F:32])([F:31])[F:15])[O:21][N:20]=4)[CH:23]=3)[NH:9][N:8]=2)[CH:2]=[CH:3][CH:4]=[CH:5][CH:6]=1, predict the reactants needed to synthesize it. The reactants are: [C:1]1([C:7]2[N:11]=[C:10]([CH2:12][CH2:13][NH2:14])[NH:9][N:8]=2)[CH:6]=[CH:5][CH:4]=[CH:3][CH:2]=1.[F:15][C:16]([F:32])([F:31])[C:17]1[O:21][N:20]=[C:19]([C:22]2[CH:23]=[C:24]([CH:28]=[CH:29][CH:30]=2)[C:25](O)=[O:26])[N:18]=1.